Dataset: Catalyst prediction with 721,799 reactions and 888 catalyst types from USPTO. Task: Predict which catalyst facilitates the given reaction. (1) Reactant: [C:1]([O:5][C:6]([N:8]1[C:14](=[O:15])[C@@H:13]2[CH2:16][C@H:9]1[CH2:10][CH2:11][C@@H:12]2[NH:17][C:18]([O:20][CH2:21][C:22]1[CH:27]=[CH:26][CH:25]=[CH:24][CH:23]=1)=[O:19])=[O:7])([CH3:4])([CH3:3])[CH3:2].O.[BH4-].[Na+]. Product: [CH2:21]([O:20][C:18]([NH:17][C@H:12]1[CH2:11][CH2:10][C@@H:9]([NH:8][C:6](=[O:7])[O:5][C:1]([CH3:2])([CH3:3])[CH3:4])[CH2:16][C@H:13]1[CH2:14][OH:15])=[O:19])[C:22]1[CH:23]=[CH:24][CH:25]=[CH:26][CH:27]=1. The catalyst class is: 1. (2) Reactant: [Cl:1][C:2]1[N:7]=[C:6]([NH:8][CH:9]2[CH2:11][CH2:10]2)[CH:5]=[CH:4][N:3]=1.[H-].[Na+].[CH3:14][CH:15]([CH3:20])[CH2:16][C:17](Cl)=[O:18]. Product: [Cl:1][C:2]1[N:7]=[C:6]([N:8]([CH:9]2[CH2:11][CH2:10]2)[C:17](=[O:18])[CH2:16][CH:15]([CH3:20])[CH3:14])[CH:5]=[CH:4][N:3]=1. The catalyst class is: 3. (3) Reactant: [OH:1]/[N:2]=[C:3](\Cl)/[C:4]1[CH:9]=[CH:8][CH:7]=[CH:6][CH:5]=1.[F:11][C:12]([F:18])([F:17])[C:13]#[C:14][CH2:15][OH:16].C(N(CC)CC)C. Product: [C:4]1([C:3]2[C:13]([C:12]([F:18])([F:17])[F:11])=[C:14]([CH2:15][OH:16])[O:1][N:2]=2)[CH:9]=[CH:8][CH:7]=[CH:6][CH:5]=1. The catalyst class is: 576. (4) Reactant: Br[C:2]1[C:3]([O:12][CH2:13][CH2:14][O:15][CH3:16])=[N:4][C:5]([C:8]([F:11])([F:10])[F:9])=[CH:6][CH:7]=1.[F:17][C:18]1[CH:19]=[C:20]([CH:25]=[C:26](B2OC(C)(C)C(C)(C)O2)[CH:27]=1)[C:21]([O:23][CH3:24])=[O:22].C(=O)([O-])[O-].[K+].[K+]. Product: [F:17][C:18]1[CH:19]=[C:20]([CH:25]=[C:26]([C:2]2[C:3]([O:12][CH2:13][CH2:14][O:15][CH3:16])=[N:4][C:5]([C:8]([F:11])([F:10])[F:9])=[CH:6][CH:7]=2)[CH:27]=1)[C:21]([O:23][CH3:24])=[O:22]. The catalyst class is: 117. (5) Reactant: [C:1]([O:4][C@@H:5]1[CH2:29][CH2:28][C@@:27]2([CH3:30])[C@H:7]([CH2:8][CH2:9][C@@H:10]3[C:26]2=[CH:25][CH2:24][C@@:23]2([CH3:31])[C@H:11]3[CH2:12][CH:13]=[C:14]2[C@H:15]([CH3:22])/[CH:16]=[CH:17]/[C:18]([O:20][CH3:21])=[O:19])[CH2:6]1)(=[O:3])[CH3:2]. Product: [C:1]([O:4][C@@H:5]1[CH2:29][CH2:28][C@@:27]2([CH3:30])[C@H:7]([CH2:8][CH2:9][C@@H:10]3[C:26]2=[CH:25][CH2:24][C@@:23]2([CH3:31])[C@H:11]3[CH2:12][CH2:13][C@@H:14]2[C@H:15]([CH3:22])[CH2:16][CH2:17][C:18]([O:20][CH3:21])=[O:19])[CH2:6]1)(=[O:3])[CH3:2]. The catalyst class is: 99.